This data is from Catalyst prediction with 721,799 reactions and 888 catalyst types from USPTO. The task is: Predict which catalyst facilitates the given reaction. (1) Reactant: [NH2:1][C:2]1[CH:30]=[CH:29][C:5]([CH2:6][C@@H:7]([C:26]([OH:28])=[O:27])[NH:8]C(OCC2C3C=CC=CC=3C3C2=CC=CC=3)=O)=[CH:4][CH:3]=1.[CH3:31][C:32]1[CH:37]=[C:36]([CH3:38])[CH:35]=[C:34]([CH3:39])[C:33]=1[S:40](Cl)(=[O:42])=[O:41]. Product: [CH3:31][C:32]1[CH:37]=[C:36]([CH3:38])[CH:35]=[C:34]([CH3:39])[C:33]=1[S:40]([NH:1][C:2]1[CH:3]=[CH:4][C:5]([CH2:6][C@@H:7]([C:26]([OH:28])=[O:27])[NH2:8])=[CH:29][CH:30]=1)(=[O:41])=[O:42]. The catalyst class is: 17. (2) Reactant: [Cl:1][C:2]1[CH:3]=[C:4]([CH:10]=[CH:11][C:12]=1[O:13][CH2:14][C:15]1[N:16]=[C:17]([C:21]2[O:22][CH:23]=[CH:24][CH:25]=2)[O:18][C:19]=1[CH3:20])[C:5](OCC)=[O:6].[H-].[Al+3].[Li+].[H-].[H-].[H-].O.O.O.O.O.O.O.O.O.O.S([O-])([O-])(=O)=O.[Na+].[Na+]. The catalyst class is: 54. Product: [Cl:1][C:2]1[CH:3]=[C:4]([CH2:5][OH:6])[CH:10]=[CH:11][C:12]=1[O:13][CH2:14][C:15]1[N:16]=[C:17]([C:21]2[O:22][CH:23]=[CH:24][CH:25]=2)[O:18][C:19]=1[CH3:20]. (3) Product: [Br:1][C:2]1[CH:3]=[CH:4][C:5]([CH:8]([OH:9])[CH3:10])=[N:6][CH:7]=1. The catalyst class is: 7. Reactant: [Br:1][C:2]1[CH:3]=[CH:4][C:5]([CH:8]=[O:9])=[N:6][CH:7]=1.[CH3:10][Mg]Br.[Cl-].[NH4+]. (4) Reactant: [F:1][CH:2]([F:22])[C:3]1([C:11]2[CH:16]=[C:15]([N+:17]([O-])=O)[CH:14]=[C:13]([F:20])[C:12]=2[CH3:21])[CH:9]2[CH:7]([CH2:8]2)[O:6][C:5]([NH2:10])=[N:4]1. Product: [NH2:17][C:15]1[CH:14]=[C:13]([F:20])[C:12]([CH3:21])=[C:11]([C:3]2([CH:2]([F:1])[F:22])[CH:9]3[CH:7]([CH2:8]3)[O:6][C:5]([NH2:10])=[N:4]2)[CH:16]=1. The catalyst class is: 123. (5) The catalyst class is: 6. Reactant: [F:1][C:2]1[CH:31]=[C:30]([NH:32][S:33]([C:36]2[CH:41]=[CH:40][C:39]([CH2:42][NH:43][CH3:44])=[CH:38][CH:37]=2)(=[O:35])=[O:34])[CH:29]=[C:28]([F:45])[C:3]=1[C:4]([NH:6][C@H:7]([C:24]([O:26]C)=[O:25])[CH2:8][C:9]1[CH:14]=[CH:13][C:12]([N:15]2[C:20](=[O:21])[CH:19]=[CH:18][N:17]([CH3:22])[C:16]2=[O:23])=[CH:11][CH:10]=1)=[O:5].Cl.O1CCOCC1. Product: [F:1][C:2]1[CH:31]=[C:30]([NH:32][S:33]([C:36]2[CH:37]=[CH:38][C:39]([CH2:42][NH:43][CH3:44])=[CH:40][CH:41]=2)(=[O:35])=[O:34])[CH:29]=[C:28]([F:45])[C:3]=1[C:4]([NH:6][C@H:7]([C:24]([OH:26])=[O:25])[CH2:8][C:9]1[CH:10]=[CH:11][C:12]([N:15]2[C:20](=[O:21])[CH:19]=[CH:18][N:17]([CH3:22])[C:16]2=[O:23])=[CH:13][CH:14]=1)=[O:5]. (6) Reactant: [F:1][C:2]([F:13])([F:12])[C:3]1[CH:4]=[C:5]([N:9]=[C:10]=[O:11])[CH:6]=[CH:7][CH:8]=1.[CH3:14][S:15][C:16]1[N:21]=[C:20]([O:22][C:23]2[CH:28]=[CH:27][C:26]([NH2:29])=[CH:25][CH:24]=2)[CH:19]=[CH:18][N:17]=1. Product: [CH3:14][S:15][C:16]1[N:21]=[C:20]([O:22][C:23]2[CH:28]=[CH:27][C:26]([NH:29][C:10]([NH:9][C:5]3[CH:6]=[CH:7][CH:8]=[C:3]([C:2]([F:12])([F:13])[F:1])[CH:4]=3)=[O:11])=[CH:25][CH:24]=2)[CH:19]=[CH:18][N:17]=1. The catalyst class is: 4. (7) The catalyst class is: 732. Reactant: [NH2:1][C:2]1[CH:3]=[N:4][C:5]([C:8]([F:11])([F:10])[F:9])=[CH:6][CH:7]=1.B(O)(O)[C:13]1[CH:18]=[CH:17][C:16]([Br:19])=[N:15][CH:14]=1.N1C=CC=CC=1. Product: [Br:19][C:16]1[N:15]=[CH:14][C:13]([NH:1][C:2]2[CH:3]=[N:4][C:5]([C:8]([F:11])([F:9])[F:10])=[CH:6][CH:7]=2)=[CH:18][CH:17]=1. (8) Reactant: Br[C:2]1[C:3]([CH3:12])=[CH:4][C:5]([C:8]([OH:11])([CH3:10])[CH3:9])=[N:6][CH:7]=1.[CH3:13][Sn:14]([CH3:20])([CH3:19])[Sn:14]([CH3:20])([CH3:19])[CH3:13]. Product: [CH3:12][C:3]1[C:2]([Sn:14]([CH3:20])([CH3:19])[CH3:13])=[CH:7][N:6]=[C:5]([C:8]([OH:11])([CH3:10])[CH3:9])[CH:4]=1. The catalyst class is: 77.